Dataset: Full USPTO retrosynthesis dataset with 1.9M reactions from patents (1976-2016). Task: Predict the reactants needed to synthesize the given product. (1) Given the product [NH2:1][C:2](=[O:38])[C:3](=[O:37])[CH:4]([NH:12][C:13](=[O:36])[C:14]1[CH:19]=[CH:18][CH:17]=[N:16][C:15]=1[N:20]1[CH:24]=[CH:23][C:22]([CH2:25][N:26]2[CH2:35][CH2:34][C:33]3[C:28](=[CH:29][CH:30]=[CH:31][CH:32]=3)[CH2:27]2)=[N:21]1)[CH2:5][C:6]1[CH:7]=[CH:8][CH:9]=[CH:10][CH:11]=1, predict the reactants needed to synthesize it. The reactants are: [NH2:1][C:2](=[O:38])[CH:3]([OH:37])[CH:4]([NH:12][C:13](=[O:36])[C:14]1[CH:19]=[CH:18][CH:17]=[N:16][C:15]=1[N:20]1[CH:24]=[CH:23][C:22]([CH2:25][N:26]2[CH2:35][CH2:34][C:33]3[C:28](=[CH:29][CH:30]=[CH:31][CH:32]=3)[CH2:27]2)=[N:21]1)[CH2:5][C:6]1[CH:11]=[CH:10][CH:9]=[CH:8][CH:7]=1. (2) Given the product [F:1][C:2]1[CH:3]=[C:4]([CH2:13][CH2:12][CH2:11][C:10](=[O:14])[CH3:9])[CH:5]=[CH:6][CH:7]=1, predict the reactants needed to synthesize it. The reactants are: [F:1][C:2]1[CH:3]=[C:4](Br)[CH:5]=[CH:6][CH:7]=1.[CH3:9][CH:10]([OH:14])[CH2:11][CH:12]=[CH2:13].[Cl-].[Li+].O.O.C([O-])(=O)C.[Li+].Cl. (3) Given the product [F:17][C:15]([F:16])([F:18])[S:12]([C:8]1[CH:7]=[C:6]([NH:5][C:4]2[N:3]=[C:1]([NH2:2])[NH:22][N:21]=2)[CH:11]=[CH:10][CH:9]=1)(=[O:13])=[O:14], predict the reactants needed to synthesize it. The reactants are: [C:1](/[N:3]=[C:4](\SC)/[NH:5][C:6]1[CH:11]=[CH:10][CH:9]=[C:8]([S:12]([C:15]([F:18])([F:17])[F:16])(=[O:14])=[O:13])[CH:7]=1)#[N:2].[NH2:21][NH2:22]. (4) Given the product [CH2:1]([O:8][C:9]([NH:11][C:12]([CH3:17])([CH3:16])[C:13]([N:59]1[CH2:58][C:57]2[NH:56][C:55]3[CH:63]=[CH:64][CH:65]=[C:66]([C:67]([O:69][CH3:70])=[O:68])[C:54]=3[C:53](=[O:52])[C:62]=2[CH2:61][CH2:60]1)=[O:15])=[O:10])[C:2]1[CH:3]=[CH:4][CH:5]=[CH:6][CH:7]=1, predict the reactants needed to synthesize it. The reactants are: [CH2:1]([O:8][C:9]([NH:11][C:12]([CH3:17])([CH3:16])[C:13]([OH:15])=O)=[O:10])[C:2]1[CH:7]=[CH:6][CH:5]=[CH:4][CH:3]=1.CN(C(ON1N=NC2C=CC=NC1=2)=[N+](C)C)C.F[P-](F)(F)(F)(F)F.CCN(C(C)C)C(C)C.Br.[O:52]=[C:53]1[C:62]2[CH2:61][CH2:60][NH:59][CH2:58][C:57]=2[NH:56][C:55]2[CH:63]=[CH:64][CH:65]=[C:66]([C:67]([O:69][CH3:70])=[O:68])[C:54]1=2. (5) Given the product [C:1]([C:3]1[CH:8]=[CH:7][C:6]([NH:9][CH:10]([C:16]2[CH:17]=[C:18]([O:24][CH3:25])[CH:19]=[C:20]([CH2:22][CH3:23])[CH:21]=2)[C:11]([O:13][CH2:14][CH3:15])=[O:12])=[CH:5][CH:4]=1)#[N:2], predict the reactants needed to synthesize it. The reactants are: [C:1]([C:3]1[CH:8]=[CH:7][C:6]([NH:9][CH:10]([C:16]2[CH:21]=[C:20]([CH:22]=[CH2:23])[CH:19]=[C:18]([O:24][CH3:25])[CH:17]=2)[C:11]([O:13][CH2:14][CH3:15])=[O:12])=[CH:5][CH:4]=1)#[N:2].